This data is from Peptide-MHC class II binding affinity with 134,281 pairs from IEDB. The task is: Regression. Given a peptide amino acid sequence and an MHC pseudo amino acid sequence, predict their binding affinity value. This is MHC class II binding data. (1) The peptide sequence is EELRSLYNTVATLYCVH. The MHC is HLA-DQA10501-DQB10301 with pseudo-sequence HLA-DQA10501-DQB10301. The binding affinity (normalized) is 0.183. (2) The peptide sequence is LVGPTPVNVIGRNLLTQIGC. The MHC is HLA-DPA10103-DPB10401 with pseudo-sequence HLA-DPA10103-DPB10401. The binding affinity (normalized) is 0.159. (3) The peptide sequence is YDYFLANVSTVLTGK. The MHC is DRB1_0101 with pseudo-sequence DRB1_0101. The binding affinity (normalized) is 1.00. (4) The peptide sequence is LRGLLSTFIAALMGA. The MHC is DRB1_1602 with pseudo-sequence DRB1_1602. The binding affinity (normalized) is 0.489. (5) The peptide sequence is EKKSFAATQFEPLAA. The MHC is HLA-DPA10201-DPB11401 with pseudo-sequence HLA-DPA10201-DPB11401. The binding affinity (normalized) is 0.712. (6) The peptide sequence is AAATAGTTVYGIFAA. The MHC is HLA-DQA10102-DQB10602 with pseudo-sequence HLA-DQA10102-DQB10602. The binding affinity (normalized) is 0.581. (7) The binding affinity (normalized) is 0.609. The peptide sequence is KKSRMSMAMGTMAGCGY. The MHC is DRB3_0202 with pseudo-sequence DRB3_0202. (8) The peptide sequence is AETCPIFYDVFFAVA. The MHC is HLA-DPA10201-DPB10501 with pseudo-sequence HLA-DPA10201-DPB10501. The binding affinity (normalized) is 0.422. (9) The peptide sequence is FTVVAAKPGFNNHEENGQSA. The binding affinity (normalized) is 0. The MHC is DRB1_1502 with pseudo-sequence DRB1_1502.